Dataset: Peptide-MHC class II binding affinity with 134,281 pairs from IEDB. Task: Regression. Given a peptide amino acid sequence and an MHC pseudo amino acid sequence, predict their binding affinity value. This is MHC class II binding data. (1) The peptide sequence is YDCFLANVSTVLTGK. The MHC is DRB1_0802 with pseudo-sequence DRB1_0802. The binding affinity (normalized) is 0.751. (2) The peptide sequence is HYKGSSFHRVIPGFM. The MHC is DRB1_0404 with pseudo-sequence DRB1_0404. The binding affinity (normalized) is 0.299. (3) The peptide sequence is HVVIEAYTAAVELMP. The MHC is DRB1_0701 with pseudo-sequence DRB1_0701. The binding affinity (normalized) is 0. (4) The peptide sequence is NTSIKTLKFDALSGS. The MHC is DRB1_0701 with pseudo-sequence DRB1_0701. The binding affinity (normalized) is 0.302. (5) The peptide sequence is PIYIVTPTNASHIQS. The MHC is DRB1_1201 with pseudo-sequence DRB1_1201. The binding affinity (normalized) is 0.375. (6) The peptide sequence is TFTVEKGSNEKHLAV. The MHC is HLA-DPA10301-DPB10402 with pseudo-sequence HLA-DPA10301-DPB10402. The binding affinity (normalized) is 0.250. (7) The peptide sequence is FVHLGHRDNIEDDLL. The MHC is HLA-DQA10401-DQB10402 with pseudo-sequence HLA-DQA10401-DQB10402. The binding affinity (normalized) is 0.152. (8) The peptide sequence is LNVTSEDLGKTFSVG. The MHC is DRB4_0103 with pseudo-sequence DRB4_0103. The binding affinity (normalized) is 0.397. (9) The peptide sequence is TMTQMNQAFRNIVNM. The MHC is HLA-DPA10201-DPB10501 with pseudo-sequence HLA-DPA10201-DPB10501. The binding affinity (normalized) is 0.0229.